The task is: Predict the product of the given reaction.. This data is from Forward reaction prediction with 1.9M reactions from USPTO patents (1976-2016). (1) Given the reactants [Cl:1][C:2]1[CH:7]=[CH:6][C:5]([OH:8])=[CH:4][N:3]=1.[C:9]([NH:12][C:13]1[CH:14]=[C:15](B(O)O)[CH:16]=[CH:17][CH:18]=1)(=[O:11])[CH3:10].C(N(CC)CC)C, predict the reaction product. The product is: [Cl:1][C:2]1[N:3]=[CH:4][C:5]([O:8][C:17]2[CH:18]=[C:13]([NH:12][C:9](=[O:11])[CH3:10])[CH:14]=[CH:15][CH:16]=2)=[CH:6][CH:7]=1. (2) The product is: [Br:17][CH2:13][C:10]1[CH:11]=[CH:12][C:7]([C:6]([NH:5][C:1]([CH3:4])([CH3:3])[CH3:2])=[O:16])=[C:8]([O:14][CH3:15])[CH:9]=1. Given the reactants [C:1]([NH:5][C:6](=[O:16])[C:7]1[CH:12]=[CH:11][C:10]([CH3:13])=[CH:9][C:8]=1[O:14][CH3:15])([CH3:4])([CH3:3])[CH3:2].[Br:17]N1C(=O)CCC1=O, predict the reaction product. (3) The product is: [CH3:19][O:18][N:20]=[C:8]([C:3]1[CH:4]=[CH:5][CH:6]=[CH:7][C:2]=1[NH2:1])[CH3:10]. Given the reactants [NH2:1][C:2]1[CH:7]=[CH:6][CH:5]=[CH:4][C:3]=1[C:8]([C:10]1C=CC=CC=1N)=O.Cl.[O:18]([NH2:20])[CH3:19], predict the reaction product. (4) Given the reactants [Cl:1][C:2]1[C:7]([F:8])=[CH:6][C:5]([C:9]2[C:18]3[C:13](=[CH:14][C:15]([S:19](OC4C(F)=C(F)C(F)=C(F)C=4F)(=[O:21])=[O:20])=[CH:16][CH:17]=3)[CH:12]=[CH:11][N:10]=2)=[C:4]([O:34][CH3:35])[CH:3]=1.[S:36]1[CH:40]=[N:39][N:38]=[C:37]1[NH2:41].C(=O)([O-])[O-].[Cs+].[Cs+].C(#N)C, predict the reaction product. The product is: [Cl:1][C:2]1[C:7]([F:8])=[CH:6][C:5]([C:9]2[C:18]3[C:13](=[CH:14][C:15]([S:19]([NH:41][C:37]4[S:36][CH:40]=[N:39][N:38]=4)(=[O:21])=[O:20])=[CH:16][CH:17]=3)[CH:12]=[CH:11][N:10]=2)=[C:4]([O:34][CH3:35])[CH:3]=1. (5) Given the reactants [C:1]([CH:9]([CH2:15][CH2:16][CH3:17])[C:10]([O:12]CC)=O)(=O)[C:2]1[CH:7]=[CH:6][CH:5]=[CH:4][CH:3]=1.[NH:18]([C:20]1[CH:25]=[CH:24][CH:23]=[CH:22][N:21]=1)[NH2:19], predict the reaction product. The product is: [C:2]1([C:1]2[C:9]([CH2:15][CH2:16][CH3:17])=[C:10]([OH:12])[N:18]([C:20]3[CH:25]=[CH:24][CH:23]=[CH:22][N:21]=3)[N:19]=2)[CH:3]=[CH:4][CH:5]=[CH:6][CH:7]=1. (6) Given the reactants Cl.[NH2:2][C:3]1[CH:7]=[CH:6][N:5]([C:8]2[CH:13]=[CH:12][C:11]([C:14]3[CH:19]=[CH:18][CH:17]=[C:16]([O:20][CH3:21])[C:15]=3[OH:22])=[CH:10][CH:9]=2)[C:4]=1[C:23]([O:25][CH2:26][CH3:27])=[O:24].[F:28][C:29]1[CH:34]=[CH:33][CH:32]=[CH:31][C:30]=1[N:35]=[C:36]=[O:37], predict the reaction product. The product is: [F:28][C:29]1[CH:34]=[CH:33][CH:32]=[CH:31][C:30]=1[NH:35][C:36]([NH:2][C:3]1[CH:7]=[CH:6][N:5]([C:8]2[CH:9]=[CH:10][C:11]([C:14]3[CH:19]=[CH:18][CH:17]=[C:16]([O:20][CH3:21])[C:15]=3[OH:22])=[CH:12][CH:13]=2)[C:4]=1[C:23]([O:25][CH2:26][CH3:27])=[O:24])=[O:37].